This data is from Catalyst prediction with 721,799 reactions and 888 catalyst types from USPTO. The task is: Predict which catalyst facilitates the given reaction. (1) Reactant: Br[C:2]1[O:3][C:4]([C:7]2[CH:12]=[CH:11][C:10]([O:13][CH:14]([CH3:16])[CH3:15])=[C:9]([Cl:17])[CH:8]=2)=[N:5][N:6]=1.CC1(C)C(C)(C)OB([C:26]2[CH:31]=[CH:30][N:29]=[C:28]3[N:32]([CH2:35][CH2:36][CH2:37][C:38]([O:40][CH2:41][CH3:42])=[O:39])[CH:33]=[CH:34][C:27]=23)O1.P([O-])([O-])([O-])=O.[K+].[K+].[K+]. Product: [Cl:17][C:9]1[CH:8]=[C:7]([C:4]2[O:3][C:2]([C:26]3[CH:31]=[CH:30][N:29]=[C:28]4[N:32]([CH2:35][CH2:36][CH2:37][C:38]([O:40][CH2:41][CH3:42])=[O:39])[CH:33]=[CH:34][C:27]=34)=[N:6][N:5]=2)[CH:12]=[CH:11][C:10]=1[O:13][CH:14]([CH3:16])[CH3:15]. The catalyst class is: 339. (2) Reactant: [F:1][C:2]([C:5]1[S:9][C:8]2=[N:10][C:11]([C:13]([O:15]CC)=[O:14])=[CH:12][N:7]2[N:6]=1)([F:4])[CH3:3].Br. Product: [F:1][C:2]([C:5]1[S:9][C:8]2=[N:10][C:11]([C:13]([OH:15])=[O:14])=[CH:12][N:7]2[N:6]=1)([F:4])[CH3:3]. The catalyst class is: 52. (3) Reactant: [Si:1](Cl)([C:4]([CH3:7])([CH3:6])[CH3:5])([CH3:3])[CH3:2].CCCCCC.[CH2:15]([OH:19])[C:16]#[C:17][CH3:18].N1C=CN=C1.CN(C)C=[O:28]. Product: [Si:1]([O:19][CH2:15][C:16]#[C:17][CH2:18][OH:28])([C:4]([CH3:7])([CH3:6])[CH3:5])([CH3:3])[CH3:2]. The catalyst class is: 28. (4) Product: [C:29]([O:28][C:27](=[O:33])[N:26]([NH:25][C:12](=[O:14])[CH2:11][N:9]([C:2]1[C:1]([CH3:15])=[CH:6][C:5]([CH3:7])=[CH:4][C:3]=1[CH3:8])[CH3:10])[CH:34]=[NH:35])([CH3:32])([CH3:30])[CH3:31]. Reactant: [C:1]1([CH3:15])[CH:6]=[C:5]([CH3:7])[CH:4]=[C:3]([CH3:8])[C:2]=1[N:9]([CH2:11][C:12]([OH:14])=O)[CH3:10].C(N(C(C)C)CC)(C)C.[NH2:25][N:26]([CH:34]=[NH:35])[C:27](=[O:33])[O:28][C:29]([CH3:32])([CH3:31])[CH3:30].O.ON1C2C=CC=CC=2N=N1.F[P-](F)(F)(F)(F)F.N1(OC(N(C)C)=[N+](C)C)C2C=CC=CC=2N=N1. The catalyst class is: 42. (5) Reactant: Br[C:2]1[CH:7]=[CH:6][CH:5]=[CH:4][C:3]=1[CH2:8][CH2:9][C:10]([N:12]([CH:22]([CH3:24])[CH3:23])[NH:13][C:14](=[O:21])[C:15]1[CH:20]=[CH:19][CH:18]=[CH:17][CH:16]=1)=[O:11].C([O-])([O-])=O.[Na+].[Na+].[Cl:31][C:32]1[CH:37]=[CH:36][C:35](B(O)O)=[CH:34][CH:33]=1. Product: [Cl:31][C:32]1[CH:37]=[CH:36][C:35]([C:2]2[CH:7]=[CH:6][CH:5]=[CH:4][C:3]=2[CH2:8][CH2:9][C:10]([N:12]([CH:22]([CH3:24])[CH3:23])[NH:13][C:14](=[O:21])[C:15]2[CH:20]=[CH:19][CH:18]=[CH:17][CH:16]=2)=[O:11])=[CH:34][CH:33]=1. The catalyst class is: 57. (6) Reactant: C(NC(C)C)(C)C.C([Li])CCC.C(NC(C)C)(C)C.[Li].[O:21]=[C:22]1[CH2:27][CH2:26][N:25]([C:28]([O:30][C:31]([CH3:34])([CH3:33])[CH3:32])=[O:29])[CH2:24][CH2:23]1.[F:35][C:36]([F:55])([F:54])[S:37](N(C1C=CC=CC=1)[S:37]([C:36]([F:55])([F:54])[F:35])(=[O:39])=[O:38])(=[O:39])=[O:38]. The catalyst class is: 7. Product: [F:35][C:36]([F:55])([F:54])[S:37]([O:21][C:22]1[CH2:27][CH2:26][N:25]([C:28]([O:30][C:31]([CH3:34])([CH3:33])[CH3:32])=[O:29])[CH2:24][CH:23]=1)(=[O:39])=[O:38]. (7) The catalyst class is: 78. Reactant: C(OC([N:11]1[CH2:17][CH2:16][CH2:15][CH:14]([NH:18][C:19]([O:21][C:22]([CH3:25])([CH3:24])[CH3:23])=[O:20])[CH:13]([OH:26])[CH2:12]1)=O)C1C=CC=CC=1. Product: [C:22]([O:21][C:19](=[O:20])[NH:18][CH:14]1[CH2:15][CH2:16][CH2:17][NH:11][CH2:12][CH:13]1[OH:26])([CH3:25])([CH3:23])[CH3:24]. (8) Reactant: [CH2:1]([O:3][C:4](=[O:12])[C:5]1[CH:10]=[CH:9][C:8](Br)=[CH:7][CH:6]=1)[CH3:2].[CH3:13][O:14][C:15]1[CH:20]=[CH:19][C:18](B(O)O)=[CH:17][CH:16]=1.C(=O)([O-])[O-].[Na+].[Na+]. Product: [CH2:1]([O:3][C:4]([C:5]1[CH:10]=[CH:9][C:8]([C:18]2[CH:19]=[CH:20][C:15]([O:14][CH3:13])=[CH:16][CH:17]=2)=[CH:7][CH:6]=1)=[O:12])[CH3:2]. The catalyst class is: 741.